This data is from Forward reaction prediction with 1.9M reactions from USPTO patents (1976-2016). The task is: Predict the product of the given reaction. (1) The product is: [F:7][C:8]1[CH:9]=[C:10]([CH2:11][OH:12])[CH:16]=[C:17]([C:19]2[CH:24]=[N:23][C:22]([C:25]([F:27])([F:28])[F:26])=[CH:21][N:20]=2)[CH:18]=1. Given the reactants [H-].[H-].[H-].[H-].[Li+].[Al+3].[F:7][C:8]1[CH:9]=[C:10]([CH:16]=[C:17]([C:19]2[CH:24]=[N:23][C:22]([C:25]([F:28])([F:27])[F:26])=[CH:21][N:20]=2)[CH:18]=1)[C:11](OCC)=[O:12], predict the reaction product. (2) Given the reactants Br[C:2]1[CH:7]=[C:6]([CH3:8])[CH:5]=[C:4]([Br:9])[N:3]=1.[CH3:10][O:11][C:12]1[CH:30]=[CH:29][C:15]([CH2:16][N:17]2[CH:21]=[C:20]([C:22]3[CH:27]=[CH:26][N:25]=[C:24]([NH2:28])[CH:23]=3)[CH:19]=[N:18]2)=[CH:14][CH:13]=1.CC(C)([O-])C.[Na+], predict the reaction product. The product is: [Br:9][C:4]1[N:3]=[C:2]([NH:28][C:24]2[CH:23]=[C:22]([C:20]3[CH:19]=[N:18][N:17]([CH2:16][C:15]4[CH:29]=[CH:30][C:12]([O:11][CH3:10])=[CH:13][CH:14]=4)[CH:21]=3)[CH:27]=[CH:26][N:25]=2)[CH:7]=[C:6]([CH3:8])[CH:5]=1. (3) Given the reactants [Br:1][C:2]1[CH:8]=[C:7]([F:9])[C:5]([NH2:6])=[C:4]([F:10])[CH:3]=1.[CH3:11][S:12](Cl)(=[O:14])=[O:13], predict the reaction product. The product is: [Br:1][C:2]1[CH:8]=[C:7]([F:9])[C:5]([NH:6][S:12]([CH3:11])(=[O:14])=[O:13])=[C:4]([F:10])[CH:3]=1. (4) Given the reactants C([O:8][N:9]([CH2:12][C@@H:13]([CH2:17][CH2:18][CH2:19][CH3:20])[C:14](O)=[O:15])[CH:10]=[O:11])C1C=CC=CC=1.Cl.[NH2:22][C@@H:23]([C:41]([CH3:44])([CH3:43])[CH3:42])[C:24]([N:26]1[CH2:31][CH2:30][CH:29]([NH:32][C:33](=[O:40])[C:34]2[CH:39]=[CH:38][CH:37]=[CH:36][CH:35]=2)[CH2:28][CH2:27]1)=[O:25], predict the reaction product. The product is: [CH:10]([N:9]([CH2:12][C@@H:13]([CH2:17][CH2:18][CH2:19][CH3:20])[C:14]([NH:22][C@@H:23]([C:41]([CH3:44])([CH3:43])[CH3:42])[C:24]([N:26]1[CH2:27][CH2:28][CH:29]([NH:32][C:33](=[O:40])[C:34]2[CH:39]=[CH:38][CH:37]=[CH:36][CH:35]=2)[CH2:30][CH2:31]1)=[O:25])=[O:15])[OH:8])=[O:11].